From a dataset of Catalyst prediction with 721,799 reactions and 888 catalyst types from USPTO. Predict which catalyst facilitates the given reaction. (1) Reactant: [CH3:1][C:2]1[CH:11]=[CH:10][C:9]2[C:4](=[C:5]([OH:12])[CH:6]=[CH:7][CH:8]=2)[N:3]=1.[Se](=O)=[O:14].O1CCOCC1. Product: [OH:12][C:5]1[CH:6]=[CH:7][CH:8]=[C:9]2[C:4]=1[N:3]=[C:2]([CH:1]=[O:14])[CH:11]=[CH:10]2. The catalyst class is: 6. (2) Reactant: [Br:1][C:2]1[C:3]([CH2:12][NH:13][CH:14]2[CH2:19][CH2:18][N:17]([CH2:20][CH2:21][N:22]3[C:31]4[C:26](=[CH:27][CH:28]=[C:29]([O:32][CH3:33])[CH:30]=4)[N:25]=[CH:24][C:23]3=[O:34])[CH2:16][CH2:15]2)=[CH:4][C:5]2[O:10][CH2:9][CH2:8][O:7][C:6]=2[CH:11]=1.[ClH:35].C(OCC)(=O)C. Product: [ClH:35].[Br:1][C:2]1[C:3]([CH2:12][NH:13][CH:14]2[CH2:15][CH2:16][N:17]([CH2:20][CH2:21][N:22]3[C:31]4[C:26](=[CH:27][CH:28]=[C:29]([O:32][CH3:33])[CH:30]=4)[N:25]=[CH:24][C:23]3=[O:34])[CH2:18][CH2:19]2)=[CH:4][C:5]2[O:10][CH2:9][CH2:8][O:7][C:6]=2[CH:11]=1. The catalyst class is: 22. (3) The catalyst class is: 9. Reactant: [O:1]1[C:5]2[CH:6]=[CH:7][CH:8]=[CH:9][C:4]=2[N:3]=[C:2]1[C:10]1[CH:11]=[CH:12][C:13]([NH:17][CH:18]2[CH2:23][CH2:22][O:21][CH2:20][CH2:19]2)=[C:14]([CH:16]=1)[NH2:15].[C:24]1([CH2:30][CH:31]=O)[CH:29]=[CH:28][CH:27]=[CH:26][CH:25]=1.OOS([O-])=O.[K+].C(=O)([O-])[O-].[K+].[K+]. Product: [O:1]1[C:5]2[CH:6]=[CH:7][CH:8]=[CH:9][C:4]=2[N:3]=[C:2]1[C:10]1[CH:11]=[CH:12][C:13]2[N:17]([CH:18]3[CH2:23][CH2:22][O:21][CH2:20][CH2:19]3)[C:31]([CH2:30][C:24]3[CH:29]=[CH:28][CH:27]=[CH:26][CH:25]=3)=[N:15][C:14]=2[CH:16]=1. (4) Reactant: Cl.[NH2:2][CH2:3][C:4]([C:6]1[CH:11]=[CH:10][CH:9]=[CH:8][CH:7]=1)=[O:5].CCN(CC)CC.[C:19]1([S:25](Cl)(=[O:27])=[O:26])[CH:24]=[CH:23][CH:22]=[CH:21][CH:20]=1. Product: [O:5]=[C:4]([C:6]1[CH:11]=[CH:10][CH:9]=[CH:8][CH:7]=1)[CH2:3][NH:2][S:25]([C:19]1[CH:24]=[CH:23][CH:22]=[CH:21][CH:20]=1)(=[O:27])=[O:26]. The catalyst class is: 4. (5) Reactant: O=[C:2]1[C:11]2[C:6](=[CH:7][CH:8]=[CH:9][CH:10]=2)[C:5]2[C:12](=O)[C:13]3[CH:14]=[CH:15][CH:16]=[CH:17][C:18]=3[C:4]=2[NH:3]1.C([SiH](CC)CC)C.CO.C(Cl)Cl. Product: [CH:7]1[CH:8]=[CH:9][CH:10]=[C:11]2[C:6]=1[C:5]1[CH2:12][C:13]3[CH:14]=[CH:15][CH:16]=[CH:17][C:18]=3[C:4]=1[N:3]=[CH:2]2. The catalyst class is: 55. (6) Reactant: [H-].[Na+].CC1C=CC(S([CH2:13][CH2:14][CH2:15][CH:16]2[CH2:21][CH2:20][CH2:19][CH2:18][N:17]2[CH:22]([C:25]2[CH:30]=[CH:29][C:28]([Br:31])=[CH:27][CH:26]=2)[C:23]#[N:24])(=O)=O)=CC=1.O. Product: [Br:31][C:28]1[CH:27]=[CH:26][C:25]([C:22]2([C:23]#[N:24])[N:17]3[CH:16]([CH2:21][CH2:20][CH2:19][CH2:18]3)[CH2:15][CH2:14][CH2:13]2)=[CH:30][CH:29]=1. The catalyst class is: 9. (7) Reactant: ClCCl.C(#N)C.[CH2:7]([O:9][C:10]1[CH:33]=[CH:32][C:13]([O:14][CH2:15][CH:16]2[CH2:21][CH2:20][CH:19]([CH:22]3[CH2:27][O:26][C:25]([CH2:29][CH2:30][CH3:31])(O)[CH2:24][CH2:23]3)[CH2:18][CH2:17]2)=[C:12]([F:34])[C:11]=1[F:35])[CH3:8].C([SiH](CC)CC)C. Product: [CH2:7]([O:9][C:10]1[CH:33]=[CH:32][C:13]([O:14][CH2:15][CH:16]2[CH2:17][CH2:18][CH:19]([CH:22]3[CH2:27][O:26][CH:25]([CH2:29][CH2:30][CH3:31])[CH2:24][CH2:23]3)[CH2:20][CH2:21]2)=[C:12]([F:34])[C:11]=1[F:35])[CH3:8]. The catalyst class is: 6.